Dataset: Full USPTO retrosynthesis dataset with 1.9M reactions from patents (1976-2016). Task: Predict the reactants needed to synthesize the given product. (1) Given the product [Cl:1][C:2]1[CH:3]=[CH:4][C:5]([N:8]2[CH:12]=[C:11]([C:13]([O:15][C:25]([CH3:27])([CH3:26])[CH3:24])=[O:14])[N:10]=[C:9]2[C:16]2[CH:21]=[CH:20][C:19]([Cl:22])=[CH:18][C:17]=2[Cl:23])=[CH:6][CH:7]=1, predict the reactants needed to synthesize it. The reactants are: [Cl:1][C:2]1[CH:7]=[CH:6][C:5]([N:8]2[CH:12]=[C:11]([C:13]([OH:15])=[O:14])[N:10]=[C:9]2[C:16]2[CH:21]=[CH:20][C:19]([Cl:22])=[CH:18][C:17]=2[Cl:23])=[CH:4][CH:3]=1.[CH3:24][C:25](OC(OC(O[C:25]([CH3:27])([CH3:26])[CH3:24])=O)=O)([CH3:27])[CH3:26]. (2) Given the product [Cl:1][C:2]1[CH:3]=[C:4]([N:8]2[C:12]([C:13]3[CH:18]=[CH:17][C:16]([F:19])=[C:15]([C:20]([F:21])([F:23])[F:22])[CH:14]=3)=[CH:11][C:10]([C:24]([N:50]3[CH2:54][C:53](=[O:55])[NH:52][CH2:51]3)=[O:26])=[N:9]2)[CH:5]=[CH:6][CH:7]=1, predict the reactants needed to synthesize it. The reactants are: [Cl:1][C:2]1[CH:3]=[C:4]([N:8]2[C:12]([C:13]3[CH:18]=[CH:17][C:16]([F:19])=[C:15]([C:20]([F:23])([F:22])[F:21])[CH:14]=3)=[CH:11][C:10]([C:24]([OH:26])=O)=[N:9]2)[CH:5]=[CH:6][CH:7]=1.ClC1C=C(N2C(C3C=C(F)C=C(Cl)C=3)=CC(C([N:50]3[CH2:54][C:53](=[O:55])[NH:52][CH2:51]3)=O)=N2)C=CC=1F. (3) Given the product [Si:14]([O:1][CH:2]1[CH2:7][CH2:6][NH:5][C:4](=[O:8])[CH2:3]1)([C:27]([CH3:30])([CH3:29])[CH3:28])([C:21]1[CH:22]=[CH:23][CH:24]=[CH:25][CH:26]=1)[C:15]1[CH:20]=[CH:19][CH:18]=[CH:17][CH:16]=1, predict the reactants needed to synthesize it. The reactants are: [OH:1][CH:2]1[CH2:7][CH2:6][NH:5][C:4](=[O:8])[CH2:3]1.N1C=CN=C1.[Si:14](Cl)([C:27]([CH3:30])([CH3:29])[CH3:28])([C:21]1[CH:26]=[CH:25][CH:24]=[CH:23][CH:22]=1)[C:15]1[CH:20]=[CH:19][CH:18]=[CH:17][CH:16]=1. (4) Given the product [Cl:1][C:2]1[CH:3]=[CH:4][C:5]([C:8]2[CH:9]=[C:10]([NH:20][C:23](=[O:24])[C:22](=[O:21])[CH3:26])[CH:11]=[N:12][C:13]=2[O:14][CH2:15][C:16]([F:17])([F:18])[F:19])=[CH:6][CH:7]=1, predict the reactants needed to synthesize it. The reactants are: [Cl:1][C:2]1[CH:7]=[CH:6][C:5]([C:8]2[CH:9]=[C:10]([NH2:20])[CH:11]=[N:12][C:13]=2[O:14][CH2:15][C:16]([F:19])([F:18])[F:17])=[CH:4][CH:3]=1.[O:21]=[C:22]([CH3:26])[C:23](O)=[O:24]. (5) Given the product [CH3:16][C:13]1[N:4]2[C:5]3[CH:12]=[CH:11][C:10]([C:17]4[CH:22]=[CH:21][CH:20]=[CH:19][CH:18]=4)=[CH:9][C:6]=3[NH:7][CH2:8][CH2:2][C:3]2=[N:15][N:14]=1, predict the reactants needed to synthesize it. The reactants are: Br[CH:2]1[CH2:8][NH:7][C:6]2[CH:9]=[CH:10][CH:11]=[CH:12][C:5]=2[N:4]2[C:13]([CH3:16])=[N:14][N:15]=[C:3]12.[C:17]1(B(O)O)[CH:22]=[CH:21][CH:20]=[CH:19][CH:18]=1.C([O-])([O-])=O.[Cs+].[Cs+]. (6) Given the product [F:41][C:26]([F:25])([F:42])[C:27]1[CH:32]=[CH:31][C:30]([CH2:33][NH:34][C:11]([C:7]2[CH:8]=[CH:9][CH:10]=[C:4]3[O:3][C:2](=[O:1])[NH:6][C:5]=23)=[O:13])=[C:29]([N:35]2[CH2:40][CH2:39][CH2:38][CH2:37][CH2:36]2)[CH:28]=1, predict the reactants needed to synthesize it. The reactants are: [O:1]=[C:2]1[NH:6][C:5]2=[C:7]([C:11]([OH:13])=O)[CH:8]=[CH:9][CH:10]=[C:4]2[O:3]1.CCOC(OC(OCC)=O)=O.[F:25][C:26]([F:42])([F:41])[C:27]1[CH:32]=[CH:31][C:30]([CH2:33][NH2:34])=[C:29]([N:35]2[CH2:40][CH2:39][CH2:38][CH2:37][CH2:36]2)[CH:28]=1. (7) The reactants are: [F:1][C:2]1[C:3]([C:15]2[CH:20]=[CH:19][CH:18]=[CH:17][N:16]=2)=[C:4]([NH:11][CH:12]([CH3:14])[CH3:13])[C:5]([N+:8]([O-])=O)=[CH:6][CH:7]=1. Given the product [F:1][C:2]1[C:3]([C:15]2[CH:20]=[CH:19][CH:18]=[CH:17][N:16]=2)=[C:4]([NH:11][CH:12]([CH3:13])[CH3:14])[C:5]([NH2:8])=[CH:6][CH:7]=1, predict the reactants needed to synthesize it. (8) Given the product [CH3:22][C:23]1[CH:32]=[CH:31][C:26]2[C:27](=[O:28])[N:2]=[C:1]([C:3]3[N:8]=[C:7]([CH2:9][CH2:10][C:11]([O:13][C:14]([CH3:15])([CH3:16])[CH3:17])=[O:12])[CH:6]=[C:5]([S:18]([CH3:21])(=[O:20])=[O:19])[CH:4]=3)[S:33][C:25]=2[CH:24]=1, predict the reactants needed to synthesize it. The reactants are: [C:1]([C:3]1[N:8]=[C:7]([CH2:9][CH2:10][C:11]([O:13][C:14]([CH3:17])([CH3:16])[CH3:15])=[O:12])[CH:6]=[C:5]([S:18]([CH3:21])(=[O:20])=[O:19])[CH:4]=1)#[N:2].[CH3:22][C:23]1[CH:24]=[C:25]([SH:33])[C:26](=[CH:31][CH:32]=1)[C:27](OC)=[O:28].C(N(CC)CC)C.